From a dataset of Catalyst prediction with 721,799 reactions and 888 catalyst types from USPTO. Predict which catalyst facilitates the given reaction. Reactant: C(OC([N:8]([CH2:38][C:39]([O:41]C(C)(C)C)=[O:40])[C:9]1[CH:14]=[CH:13][CH:12]=[C:11]([CH:15]([CH2:27][C:28]2[CH:33]=[CH:32][C:31]([C:34]([CH3:37])([CH3:36])[CH3:35])=[CH:30][CH:29]=2)[NH:16][S:17]([C:20]2[CH:25]=[CH:24][CH:23]=[C:22]([F:26])[CH:21]=2)(=[O:19])=[O:18])[N:10]=1)=O)(C)(C)C.[ClH:46].O1CCOCC1. The catalyst class is: 2. Product: [ClH:46].[C:34]([C:31]1[CH:30]=[CH:29][C:28]([CH2:27][CH:15]([NH:16][S:17]([C:20]2[CH:25]=[CH:24][CH:23]=[C:22]([F:26])[CH:21]=2)(=[O:19])=[O:18])[C:11]2[N:10]=[C:9]([NH:8][CH2:38][C:39]([OH:41])=[O:40])[CH:14]=[CH:13][CH:12]=2)=[CH:33][CH:32]=1)([CH3:37])([CH3:35])[CH3:36].